From a dataset of Full USPTO retrosynthesis dataset with 1.9M reactions from patents (1976-2016). Predict the reactants needed to synthesize the given product. (1) The reactants are: COC[N:4]([C:13]1[CH:14]=[CH:15][CH:16]=[C:17]2[C:21]=1[N:20](COC)[C:19]([C:25]1[N:29]=[CH:28][N:27]([CH3:30])[N:26]=1)=[CH:18]2)[S:5]([C:8]1[S:9][CH:10]=[CH:11][CH:12]=1)(=[O:7])=[O:6].Cl.C(=O)(O)[O-].[Na+]. Given the product [CH3:30][N:27]1[CH:28]=[N:29][C:25]([C:19]2[NH:20][C:21]3[C:17]([CH:18]=2)=[CH:16][CH:15]=[CH:14][C:13]=3[NH:4][S:5]([C:8]2[S:9][CH:10]=[CH:11][CH:12]=2)(=[O:6])=[O:7])=[N:26]1, predict the reactants needed to synthesize it. (2) Given the product [N:8]1[C:9]2[C:4](=[CH:3][C:2]([C:40]3[N:39]=[CH:38][N:37]=[C:36]([NH2:35])[CH:41]=3)=[CH:11][CH:10]=2)[N:5]=[CH:6][CH:7]=1, predict the reactants needed to synthesize it. The reactants are: Br[C:2]1[CH:3]=[C:4]2[C:9](=[CH:10][CH:11]=1)[N:8]=[CH:7][CH:6]=[N:5]2.C([O-])(=O)C.[K+].B1(B2OC(C)(C)C(C)(C)O2)OC(C)(C)C(C)(C)O1.[NH2:35][C:36]1[CH:41]=[C:40](Cl)[N:39]=[CH:38][N:37]=1.C([O-])([O-])=O.[Na+].[Na+]. (3) Given the product [C:1]([O:5][C:6]([NH:8][CH2:9][C:10]1([CH2:11][C:12]([OH:34])=[O:13])[CH2:18][CH2:17][CH2:16][CH2:15][CH2:14]1)=[O:7])([CH3:4])([CH3:3])[CH3:2], predict the reactants needed to synthesize it. The reactants are: [C:1]([O:5][C:6]([N:8]1[C:12](=[O:13])[CH2:11][C:10]2([CH2:18][CH2:17][CH2:16][CH2:15][CH2:14]2)[CH2:9]1)=[O:7])([CH3:4])([CH3:3])[CH3:2].[Li+].[OH-].CCCCCC.BrC1C=CC=C([OH:34])C=1C. (4) Given the product [F:50][C:47]([F:48])([F:49])[O:46][C:43]1[CH:42]=[CH:41][C:40]([N:37]2[CH:38]=[N:39][C:35]([C:9]3[CH:10]=[CH:11][C:12]([NH:15][C:16](=[O:32])[O:17][C@@H:18]4[C@@H:23]([O:24][CH3:25])[C@@H:22]([O:26][CH2:27][CH3:28])[C@H:21]([O:29][CH3:30])[C@@H:20]([CH3:31])[O:19]4)=[CH:13][CH:14]=3)=[N:36]2)=[CH:45][CH:44]=1, predict the reactants needed to synthesize it. The reactants are: CC1(C)C(C)(C)OB([C:9]2[CH:14]=[CH:13][C:12]([NH:15][C:16](=[O:32])[O:17][C@@H:18]3[C@@H:23]([O:24][CH3:25])[C@@H:22]([O:26][CH2:27][CH3:28])[C@H:21]([O:29][CH3:30])[C@@H:20]([CH3:31])[O:19]3)=[CH:11][CH:10]=2)O1.Br[C:35]1[N:39]=[CH:38][N:37]([C:40]2[CH:45]=[CH:44][C:43]([O:46][C:47]([F:50])([F:49])[F:48])=[CH:42][CH:41]=2)[N:36]=1.C([O-])([O-])=O.[Na+].[Na+].COCCOC. (5) Given the product [Cl:1][C:2]1[CH:8]=[CH:7][C:5]([NH:6][C:24](=[O:25])[C:23]2[CH:27]=[CH:28][C:20]([S:17]([N:16]([CH3:15])[CH3:29])(=[O:19])=[O:18])=[CH:21][CH:22]=2)=[CH:4][C:3]=1[C:9]1[CH:14]=[CH:13][CH:12]=[CH:11][N:10]=1, predict the reactants needed to synthesize it. The reactants are: [Cl:1][C:2]1[CH:8]=[CH:7][C:5]([NH2:6])=[CH:4][C:3]=1[C:9]1[CH:14]=[CH:13][CH:12]=[CH:11][N:10]=1.[CH3:15][N:16]([CH3:29])[S:17]([C:20]1[CH:28]=[CH:27][C:23]([C:24](O)=[O:25])=[CH:22][CH:21]=1)(=[O:19])=[O:18]. (6) Given the product [C:26]([C:23]1[CH:24]=[CH:25][C:20]([NH:19][C:17](=[O:18])[C:16]([NH:15][C@H:12]2[CH2:13][CH2:14][C@H:9]([C:7]3[O:8][C:4]([CH3:3])=[N:5][N:6]=3)[CH2:10][C@H:11]2[NH:33][C:34]([C:36]2[S:37][C:38]3[CH2:39][N:40]([CH3:45])[CH2:41][CH2:42][C:43]=3[N:44]=2)=[O:35])=[O:32])=[N:21][CH:22]=1)#[CH:27], predict the reactants needed to synthesize it. The reactants are: [F-].[K+].[CH3:3][C:4]1[O:8][C:7]([C@H:9]2[CH2:14][CH2:13][C@H:12]([NH:15][C:16](=[O:32])[C:17]([NH:19][C:20]3[CH:25]=[CH:24][C:23]([C:26]#[C:27][Si](C)(C)C)=[CH:22][N:21]=3)=[O:18])[C@H:11]([NH:33][C:34]([C:36]3[S:37][C:38]4[CH2:39][N:40]([CH3:45])[CH2:41][CH2:42][C:43]=4[N:44]=3)=[O:35])[CH2:10]2)=[N:6][N:5]=1. (7) Given the product [C:7]([O:6][C:4]([CH2:3][C:2]1[N:1]=[C:13]([C:15]2[CH:16]=[N:17][CH:18]=[CH:19][C:20]=2[C:21]([F:24])([F:23])[F:22])[O:12][N:11]=1)=[O:5])([CH3:10])([CH3:9])[CH3:8], predict the reactants needed to synthesize it. The reactants are: [NH2:1][C:2](=[N:11][O:12][C:13]([C:15]1[CH:16]=[N:17][CH:18]=[CH:19][C:20]=1[C:21]([F:24])([F:23])[F:22])=O)[CH2:3][C:4]([O:6][C:7]([CH3:10])([CH3:9])[CH3:8])=[O:5]. (8) The reactants are: Br[C:2]1[CH:7]=[CH:6][C:5]([CH2:8][C@H:9]([NH:13][C:14](=[O:20])[O:15][C:16]([CH3:19])([CH3:18])[CH3:17])[CH2:10][CH2:11][OH:12])=[CH:4][CH:3]=1.C([Sn](CCCC)(CCCC)[C:26]([O:28][CH2:29][CH3:30])=[CH2:27])CCC. Given the product [CH2:29]([O:28][C:26]([C:2]1[CH:7]=[CH:6][C:5]([CH2:8][C@H:9]([NH:13][C:14](=[O:20])[O:15][C:16]([CH3:19])([CH3:18])[CH3:17])[CH2:10][CH2:11][OH:12])=[CH:4][CH:3]=1)=[CH2:27])[CH3:30], predict the reactants needed to synthesize it. (9) Given the product [Cl:3][C:4]1[CH:5]=[CH:6][C:7]2[N:13]([CH3:20])[C:12]3[CH:15]=[CH:16][CH:17]=[CH:18][C:11]=3[C:10]([N:22]3[CH2:27][CH2:26][NH:25][CH2:24][CH2:23]3)=[N:9][C:8]=2[CH:19]=1, predict the reactants needed to synthesize it. The reactants are: [H-].[Na+].[Cl:3][C:4]1[CH:5]=[CH:6][C:7]2[N:13](Cl)[C:12]3[CH:15]=[CH:16][CH:17]=[CH:18][C:11]=3[CH:10]=[N:9][C:8]=2[CH:19]=1.[CH3:20]I.[NH:22]1[CH2:27][CH2:26][NH:25][CH2:24][CH2:23]1.Cl. (10) Given the product [CH3:1][N:2]1[CH2:7][CH2:6][N:5]([CH2:8][C:10]2[CH:33]=[CH:32][C:13]3[N:14]([C:17]4[N:22]=[C:21]([NH:23][C@H:24]([C:26]5[CH:27]=[CH:28][CH:29]=[CH:30][CH:31]=5)[CH3:25])[CH:20]=[N:19][CH:18]=4)[CH:15]=[N:16][C:12]=3[CH:11]=2)[CH2:4][CH2:3]1, predict the reactants needed to synthesize it. The reactants are: [CH3:1][N:2]1[CH2:7][CH2:6][N:5]([C:8]([C:10]2[CH:33]=[CH:32][C:13]3[N:14]([C:17]4[N:22]=[C:21]([NH:23][C@H:24]([C:26]5[CH:31]=[CH:30][CH:29]=[CH:28][CH:27]=5)[CH3:25])[CH:20]=[N:19][CH:18]=4)[CH:15]=[N:16][C:12]=3[CH:11]=2)=O)[CH2:4][CH2:3]1.[H-].[H-].[H-].[H-].[Li+].[Al+3].O.[OH-].[Na+].